This data is from Reaction yield outcomes from USPTO patents with 853,638 reactions. The task is: Predict the reaction yield, written as a fraction of the theoretical maximum amount of product (1.0 means a 100% yield; for example, 0.34 means a 34% yield). (1) The product is [Cl:1][C:2]1[CH:3]=[C:4]([C:18]2[N:23]=[C:22]([C:24]([OH:26])=[O:25])[CH:21]=[CH:20][C:19]=2[CH3:27])[CH:5]=[CH:6][CH:7]=1. The catalyst is O.C1(P(C2C=CC=CC=2)[C-]2C=CC=C2)C=CC=CC=1.[C-]1(P(C2C=CC=CC=2)C2C=CC=CC=2)C=CC=C1.[Fe+2].C(Cl)Cl.[Pd](Cl)Cl. The yield is 0.569. The reactants are [Cl:1][C:2]1[CH:3]=[C:4](B(O)O)[CH:5]=[CH:6][CH:7]=1.C(=O)([O-])[O-].[K+].[K+].Br[C:18]1[N:23]=[C:22]([C:24]([OH:26])=[O:25])[CH:21]=[CH:20][C:19]=1[CH3:27]. (2) The reactants are [CH:1]1([C:4]([S:6][C:7]2[CH:15]=[CH:14][CH:13]=[CH:12][C:8]=2[C:9](O)=[O:10])=O)[CH2:3][CH2:2]1.C([N:18](CC)CC)C.ClC(OCC)=O.[N-]=[N+]=[N-].[Na+].C(P(CCCC)CCCC)CCC. The catalyst is CC(C)=O.O.C1(C)C=CC=CC=1. The product is [CH:1]1([C:4]2[S:6][C:7]3[CH:15]=[CH:14][CH:13]=[CH:12][C:8]=3[C:9](=[O:10])[N:18]=2)[CH2:3][CH2:2]1. The yield is 0.280. (3) The reactants are [N+:1]([C:4]1[CH:9]=[CH:8][C:7]([C:10]2[O:11][C:12]3[CH:13]=[N:14][CH:15]=[CH:16][C:17]=3[N:18]=2)=[CH:6][CH:5]=1)([O-])=O.[NH4+].[Cl-].O. The catalyst is [Fe].CO. The product is [N:18]1[C:17]2[CH:16]=[CH:15][N:14]=[CH:13][C:12]=2[O:11][C:10]=1[C:7]1[CH:6]=[CH:5][C:4]([NH2:1])=[CH:9][CH:8]=1. The yield is 0.640. (4) The reactants are [F:1][C:2]1[CH:3]=[C:4]2[C:9](=[CH:10][CH:11]=1)[O:8][C@H:7]([C@H:12]1[CH2:16][O:15]C(C)(C)[O:13]1)[CH2:6][CH2:5]2.O. The catalyst is C(O)(=O)C. The product is [F:1][C:2]1[CH:3]=[C:4]2[C:9](=[CH:10][CH:11]=1)[O:8][C@H:7]([C@H:12]([OH:13])[CH2:16][OH:15])[CH2:6][CH2:5]2. The yield is 0.430. (5) The reactants are [CH:1]1([C:4]2[NH:25][C:7]3[N:8]=[N:9][C:10]([CH2:12][CH2:13][CH2:14][CH2:15][N:16]4[CH:20]=[C:19]([C:21]([O:23]C)=[O:22])[N:18]=[N:17]4)=[CH:11][C:6]=3[C:5]=2[F:26])[CH2:3][CH2:2]1.[Li+].[OH-]. The catalyst is C1COCC1.O. The product is [CH:1]1([C:4]2[NH:25][C:7]3[N:8]=[N:9][C:10]([CH2:12][CH2:13][CH2:14][CH2:15][N:16]4[CH:20]=[C:19]([C:21]([OH:23])=[O:22])[N:18]=[N:17]4)=[CH:11][C:6]=3[C:5]=2[F:26])[CH2:3][CH2:2]1. The yield is 0.780. (6) The reactants are [Cl:1][C:2]1[C:3](Cl)=[N:4][CH:5]=[C:6]([CH:10]=1)[C:7]([OH:9])=[O:8].[F:12][C:13]([F:18])([F:17])[CH2:14][CH2:15][OH:16]. No catalyst specified. The product is [Cl:1][C:2]1[C:3]([O:16][CH2:15][CH2:14][C:13]([F:18])([F:17])[F:12])=[N:4][CH:5]=[C:6]([CH:10]=1)[C:7]([OH:9])=[O:8]. The yield is 0.660. (7) The reactants are [NH2:1][C:2]1[CH:3]=[C:4]2[C:8](=[CH:9][CH:10]=1)[CH2:7][CH2:6][CH2:5]2.[CH:11](O)=[O:12].Cl.CN(C)CCCN=C=NCC.C(N(C(C)C)CC)(C)C. The catalyst is CN(C=O)C. The product is [CH:11]([NH:1][C:2]1[CH:3]=[C:4]2[C:8](=[CH:9][CH:10]=1)[CH2:7][CH2:6][CH2:5]2)=[O:12]. The yield is 0.930. (8) The reactants are FC(F)(F)C(O)=O.[NH2:8][C@H:9]1[CH2:14][CH2:13][CH2:12][CH2:11][C@H:10]1[NH:15][C:16]1[N:21]=[C:20]([C:22]2[CH:23]=[N:24][N:25]([CH3:27])[CH:26]=2)[C:19]2[C:28](=[O:31])[NH:29][CH2:30][C:18]=2[C:17]=1[F:32].C(N(CC)CC)C.[CH3:40][C:41]([O:44][C:45](O[C:45]([O:44][C:41]([CH3:43])([CH3:42])[CH3:40])=[O:46])=[O:46])([CH3:43])[CH3:42].C(O)(=O)CC(CC(O)=O)(C(O)=O)O.[OH-].[Na+]. The catalyst is CN(C=O)C.[Cl-].[Na+].O.CCOC(C)=O.CO.O. The product is [F:32][C:17]1[C:18]2[CH2:30][NH:29][C:28](=[O:31])[C:19]=2[C:20]([C:22]2[CH:23]=[N:24][N:25]([CH3:27])[CH:26]=2)=[N:21][C:16]=1[NH:15][C@@H:10]1[CH2:11][CH2:12][CH2:13][CH2:14][C@@H:9]1[NH:8][C:45](=[O:46])[O:44][C:41]([CH3:43])([CH3:42])[CH3:40]. The yield is 0.860. (9) The reactants are [CH2:1]([C:4]1[C:8]([CH2:9][OH:10])=[CH:7][N:6]([C:11]2[CH:16]=[CH:15][C:14]([C:17]([F:20])([F:19])[F:18])=[CH:13][N:12]=2)[N:5]=1)[CH2:2][CH3:3].O[C:22]1[CH:27]=[CH:26][C:25]([CH2:28][CH2:29][C:30]([O:32]C)=[O:31])=[C:24]([O:34][CH3:35])[CH:23]=1.C1(P(C2C=CC=CC=2)C2C=CC=CC=2)C=CC=CC=1.N(C(OCC)=O)=NC(OCC)=O. The catalyst is C1(C)C=CC=CC=1.O1CCCC1. The product is [CH3:35][O:34][C:24]1[CH:23]=[C:22]([O:10][CH2:9][C:8]2[C:4]([CH2:1][CH2:2][CH3:3])=[N:5][N:6]([C:11]3[CH:16]=[CH:15][C:14]([C:17]([F:19])([F:18])[F:20])=[CH:13][N:12]=3)[CH:7]=2)[CH:27]=[CH:26][C:25]=1[CH2:28][CH2:29][C:30]([OH:32])=[O:31]. The yield is 0.530.